Dataset: Forward reaction prediction with 1.9M reactions from USPTO patents (1976-2016). Task: Predict the product of the given reaction. (1) Given the reactants I[C:2]1[CH:3]=[CH:4][C:5]([N:8]2[CH:12]=[CH:11][C:10]([CH:13]([C:15]3[CH:32]=[CH:31][C:18]4[N:19]([CH2:23][O:24][CH2:25][CH2:26][Si:27]([CH3:30])([CH3:29])[CH3:28])[C:20](=[O:22])[S:21][C:17]=4[CH:16]=3)[CH3:14])=[N:9]2)=[N:6][CH:7]=1.[CH3:33][C:34]1([OH:40])[CH2:39][CH2:38][NH:37][CH2:36][CH2:35]1, predict the reaction product. The product is: [OH:40][C:34]1([CH3:33])[CH2:39][CH2:38][N:37]([C:2]2[CH:3]=[CH:4][C:5]([N:8]3[CH:12]=[CH:11][C:10]([CH:13]([C:15]4[CH:32]=[CH:31][C:18]5[N:19]([CH2:23][O:24][CH2:25][CH2:26][Si:27]([CH3:30])([CH3:29])[CH3:28])[C:20](=[O:22])[S:21][C:17]=5[CH:16]=4)[CH3:14])=[N:9]3)=[N:6][CH:7]=2)[CH2:36][CH2:35]1. (2) Given the reactants [OH-].[Na+].[O:3]=[C:4]1[C:10]2=[CH:11][C:12]3[CH:13]=[CH:14][C:15]([C:18]([O:20]CC)=[O:19])=[CH:16][C:17]=3[N:9]2[CH2:8][C:7]2([CH2:24][CH2:23]2)[CH2:6][NH:5]1.C(O)(=O)C, predict the reaction product. The product is: [O:3]=[C:4]1[C:10]2=[CH:11][C:12]3[CH:13]=[CH:14][C:15]([C:18]([OH:20])=[O:19])=[CH:16][C:17]=3[N:9]2[CH2:8][C:7]2([CH2:23][CH2:24]2)[CH2:6][NH:5]1. (3) Given the reactants [NH2:1][C:2]1[CH:3]=[C:4]([NH:9][C:10]([C:12]2[CH:17]=[CH:16][N:15]=[C:14]([N:18]3[CH2:23][CH2:22][O:21][CH2:20][CH2:19]3)[CH:13]=2)=[O:11])[CH:5]=[CH:6][C:7]=1[CH3:8].[ClH:24].[C:25]([O:28][C:29]1[CH:30]=[C:31]2[C:36](=[CH:37][C:38]=1[O:39][CH3:40])[N:35]=[CH:34][N:33]=[C:32]2[Cl:41])(=[O:27])[CH3:26], predict the reaction product. The product is: [ClH:41].[ClH:24].[C:25]([O:28][C:29]1[CH:30]=[C:31]2[C:36](=[CH:37][C:38]=1[O:39][CH3:40])[N:35]=[CH:34][N:33]=[C:32]2[NH:1][C:2]1[CH:3]=[C:4]([NH:9][C:10]([C:12]2[CH:17]=[CH:16][N:15]=[C:14]([N:18]3[CH2:19][CH2:20][O:21][CH2:22][CH2:23]3)[CH:13]=2)=[O:11])[CH:5]=[CH:6][C:7]=1[CH3:8])(=[O:27])[CH3:26].